This data is from Forward reaction prediction with 1.9M reactions from USPTO patents (1976-2016). The task is: Predict the product of the given reaction. (1) The product is: [F:1][C:2]1[C:3]([C:10]#[N:11])=[N:4][CH:5]=[C:6]([F:9])[C:7]=1[C:17]1[CH:18]=[N:19][C:14]([C:13]([F:24])([F:23])[F:12])=[CH:15][CH:16]=1. Given the reactants [F:1][C:2]1[C:3]([C:10]#[N:11])=[N:4][CH:5]=[C:6]([F:9])[C:7]=1I.[F:12][C:13]([F:24])([F:23])[C:14]1[N:19]=[CH:18][C:17](B(O)O)=[CH:16][CH:15]=1.C(Cl)Cl.C(=O)([O-])[O-].[Na+].[Na+], predict the reaction product. (2) The product is: [CH3:33][O:32][C:31](=[O:34])[NH:30][C:27]1[CH:28]=[CH:29][C:24]([C:21]2[NH:20][C:19]([CH:16]3[N:12]4[C:13](=[O:15])[CH:14]=[C:9]([C:3]5[CH:4]=[C:5]([Cl:8])[CH:6]=[CH:7][C:2]=5[N:1]5[CH:35]=[N:47][N:46]=[N:45]5)[N:10]=[C:11]4[CH2:18][CH2:17]3)=[N:23][CH:22]=2)=[CH:25][CH:26]=1. Given the reactants [NH2:1][C:2]1[CH:7]=[CH:6][C:5]([Cl:8])=[CH:4][C:3]=1[C:9]1[N:10]=[C:11]2[CH2:18][CH2:17][CH:16]([C:19]3[NH:20][C:21]([C:24]4[CH:29]=[CH:28][C:27]([NH:30][C:31](=[O:34])[O:32][CH3:33])=[CH:26][CH:25]=4)=[CH:22][N:23]=3)[N:12]2[C:13](=[O:15])[CH:14]=1.[CH:35](OCC)(OCC)OCC.[N-:45]=[N+:46]=[N-:47].[Na+], predict the reaction product. (3) Given the reactants [F:1][C@H:2]1[C@@H:7]([O:8][C:9]2[CH:16]=[CH:15][C:14]([C:17]3[N:22]=[C:21]([NH:23][C:24]4[CH:29]=[CH:28][C:27]([N:30]5[CH2:35][CH2:34][N:33]([CH:36]6[CH2:39][O:38][CH2:37]6)[CH2:32][CH2:31]5)=[CH:26][CH:25]=4)[N:20]=[CH:19][N:18]=3)=[CH:13][C:10]=2[C:11]#[N:12])[CH2:6][CH2:5][NH:4][CH2:3]1.[OH:40][C:41]1[CH:42]=[C:43]([CH:47]=[CH:48][N:49]=1)[C:44](O)=[O:45].CN(C(ON1N=NC2C=CC=NC1=2)=[N+](C)C)C.F[P-](F)(F)(F)(F)F, predict the reaction product. The product is: [F:1][C@H:2]1[C@@H:7]([O:8][C:9]2[CH:16]=[CH:15][C:14]([C:17]3[N:22]=[C:21]([NH:23][C:24]4[CH:29]=[CH:28][C:27]([N:30]5[CH2:31][CH2:32][N:33]([CH:36]6[CH2:39][O:38][CH2:37]6)[CH2:34][CH2:35]5)=[CH:26][CH:25]=4)[N:20]=[CH:19][N:18]=3)=[CH:13][C:10]=2[C:11]#[N:12])[CH2:6][CH2:5][N:4]([C:44]([C:43]2[CH:47]=[CH:48][NH:49][C:41](=[O:40])[CH:42]=2)=[O:45])[CH2:3]1. (4) The product is: [C:17]([Si:21]([C:29]1[CH:34]=[CH:33][CH:32]=[CH:31][CH:30]=1)([C:23]1[CH:24]=[CH:25][CH:26]=[CH:27][CH:28]=1)[O:1][C:2]1[CH:11]=[CH:10][C:5]2[C:6](=[O:9])[CH2:7][O:8][C:4]=2[CH:3]=1)([CH3:20])([CH3:18])[CH3:19]. Given the reactants [OH:1][C:2]1[CH:11]=[CH:10][C:5]2[C:6](=[O:9])[CH2:7][O:8][C:4]=2[CH:3]=1.N1C=CN=C1.[C:17]([Si:21]([C:29]1[CH:34]=[CH:33][CH:32]=[CH:31][CH:30]=1)([C:23]1[CH:28]=[CH:27][CH:26]=[CH:25][CH:24]=1)Cl)([CH3:20])([CH3:19])[CH3:18], predict the reaction product. (5) Given the reactants Cl.[Cl:2][C:3]1[CH:4]=[N:5][N:6]([C:8]2[CH:22]=[CH:21][C:11]([O:12][CH2:13][CH:14]3[CH:19]([NH2:20])[CH2:18][CH2:17][O:16][CH2:15]3)=[CH:10][CH:9]=2)[CH:7]=1.CCN(CC)CC.[CH:30]1([S:33](Cl)(=[O:35])=[O:34])[CH2:32][CH2:31]1.C1CCN2C(=NCCC2)CC1, predict the reaction product. The product is: [Cl:2][C:3]1[CH:4]=[N:5][N:6]([C:8]2[CH:22]=[CH:21][C:11]([O:12][CH2:13][CH:14]3[CH:19]([NH:20][S:33]([CH:30]4[CH2:32][CH2:31]4)(=[O:35])=[O:34])[CH2:18][CH2:17][O:16][CH2:15]3)=[CH:10][CH:9]=2)[CH:7]=1. (6) Given the reactants [Br:1][C:2]1[C:7](=[O:8])[N:6]2[CH:9]=[CH:10][CH:11]=[CH:12][C:5]2=[N:4][C:3]=1[CH3:13].[N:14]1[CH:19]=[CH:18][CH:17]=[C:16]([CH:20]=O)[CH:15]=1.[O-]CC.[Na+], predict the reaction product. The product is: [Br:1][C:2]1[C:7](=[O:8])[N:6]2[CH:9]=[CH:10][CH:11]=[CH:12][C:5]2=[N:4][C:3]=1/[CH:13]=[CH:20]/[C:16]1[CH:15]=[N:14][CH:19]=[CH:18][CH:17]=1. (7) Given the reactants [Br:1][C:2]1[CH:3]=[CH:4][C:5]([N:8]=[CH:9]N(C)C)=[N:6][CH:7]=1.Br[CH2:14][C:15]([O:17][CH3:18])=[O:16].C([O-])(O)=O.[Na+], predict the reaction product. The product is: [Br:1][C:2]1[CH:3]=[CH:4][C:5]2[N:6]([C:14]([C:15]([O:17][CH3:18])=[O:16])=[CH:9][N:8]=2)[CH:7]=1. (8) Given the reactants [C:1]([O:5][C:6]([N:8]1[CH2:16][C:15]2[C:10](=[N:11][CH:12]=[C:13]([C:17]([OH:19])=[O:18])[CH:14]=2)[C@@H:9]1[CH:20]([CH3:22])[CH3:21])=[O:7])([CH3:4])([CH3:3])[CH3:2].Cl[C:24]1C=C2C(C)N(C(OC(C)(C)C)=O)[C@@H](C(C)C)C2=NC=1, predict the reaction product. The product is: [C:1]([O:5][C:6]([N:8]1[CH:16]([CH3:24])[C:15]2[C:10](=[N:11][CH:12]=[C:13]([C:17]([OH:19])=[O:18])[CH:14]=2)[C@@H:9]1[CH:20]([CH3:22])[CH3:21])=[O:7])([CH3:4])([CH3:3])[CH3:2].